Predict the product of the given reaction. From a dataset of Forward reaction prediction with 1.9M reactions from USPTO patents (1976-2016). (1) Given the reactants C(N(CC)CC)C.[NH2:8][C:9]1[CH:14]=[CH:13][C:12]([C:15]2[O:28][C:18]3[N:19]=[CH:20][N:21]=[C:22]([NH:23][CH2:24][CH:25]([CH3:27])[CH3:26])[C:17]=3[C:16]=2[C:29]2[CH:34]=[CH:33][CH:32]=[CH:31][CH:30]=2)=[CH:11][CH:10]=1.[N:35]([C:38]1[CH:43]=[CH:42][C:41]([O:44][CH3:45])=[CH:40][CH:39]=1)=[C:36]=[O:37].O, predict the reaction product. The product is: [CH2:24]([NH:23][C:22]1[C:17]2[C:16]([C:29]3[CH:30]=[CH:31][CH:32]=[CH:33][CH:34]=3)=[C:15]([C:12]3[CH:11]=[CH:10][C:9]([NH:8][C:36]([NH:35][C:38]4[CH:43]=[CH:42][C:41]([O:44][CH3:45])=[CH:40][CH:39]=4)=[O:37])=[CH:14][CH:13]=3)[O:28][C:18]=2[N:19]=[CH:20][N:21]=1)[CH:25]([CH3:27])[CH3:26]. (2) Given the reactants Br[C:2]1[CH:3]=[CH:4][C:5]([F:8])=[N:6][CH:7]=1.[N:9]1[CH:14]=[CH:13][C:12](B(O)O)=[CH:11][CH:10]=1, predict the reaction product. The product is: [F:8][C:5]1[N:6]=[CH:7][C:2]([C:12]2[CH:13]=[CH:14][N:9]=[CH:10][CH:11]=2)=[CH:3][CH:4]=1. (3) Given the reactants [CH2:1]([N:8]([CH2:24][CH:25]([CH3:27])[CH3:26])[C:9]1[C:10]([NH2:23])=[CH:11][C:12](B2OCC(C)(C)CO2)=[CH:13][CH:14]=1)[C:2]1[CH:7]=[CH:6][CH:5]=[CH:4][CH:3]=1.Br[C:29]1[CH:34]=[CH:33][CH:32]=[CH:31][C:30]=1[C:35]1[N:36]=[N:37][N:38]([C:40]([C:53]2[CH:58]=[CH:57][CH:56]=[CH:55][CH:54]=2)([C:47]2[CH:52]=[CH:51][CH:50]=[CH:49][CH:48]=2)[C:41]2[CH:46]=[CH:45][CH:44]=[CH:43][CH:42]=2)[N:39]=1.C(=O)([O-])[O-].[Na+].[Na+], predict the reaction product. The product is: [CH2:1]([N:8]([CH2:24][CH:25]([CH3:26])[CH3:27])[C:9]1[CH:14]=[CH:13][C:12]([C:29]2[CH:34]=[CH:33][CH:32]=[CH:31][C:30]=2[C:35]2[N:36]=[N:37][N:38]([C:40]([C:53]3[CH:54]=[CH:55][CH:56]=[CH:57][CH:58]=3)([C:47]3[CH:48]=[CH:49][CH:50]=[CH:51][CH:52]=3)[C:41]3[CH:46]=[CH:45][CH:44]=[CH:43][CH:42]=3)[N:39]=2)=[CH:11][C:10]=1[NH2:23])[C:2]1[CH:3]=[CH:4][CH:5]=[CH:6][CH:7]=1. (4) Given the reactants [NH:1]([C:57]([O:59][CH2:60][CH:61]1[C:73]2[C:68](=[CH:69][CH:70]=[CH:71][CH:72]=2)[C:67]2[C:62]1=[CH:63][CH:64]=[CH:65][CH:66]=2)=[O:58])[C@@H:2]([C:15]([NH:17][C@@H:18]([C:31]([NH:33][C@H:34]([C:39]([NH:41][C@H:42]([C:47]([O:49]CC1C=CC=CC=1)=[O:48])[CH2:43][CH:44]([CH3:46])[CH3:45])=[O:40])[CH2:35][CH:36]([CH3:38])[CH3:37])=[O:32])[CH2:19][CH2:20][CH2:21][CH2:22][NH:23]C(OC(C)(C)C)=O)=[O:16])[CH2:3][CH2:4][CH2:5][CH2:6][NH:7]C(OC(C)(C)C)=O.FC(F)(F)C(O)=O.C([SiH](C(C)C)C(C)C)(C)C, predict the reaction product. The product is: [NH:1]([C:57]([O:59][CH2:60][CH:61]1[C:62]2[C:67](=[CH:66][CH:65]=[CH:64][CH:63]=2)[C:68]2[C:73]1=[CH:72][CH:71]=[CH:70][CH:69]=2)=[O:58])[C@@H:2]([C:15]([NH:17][C@@H:18]([C:31]([NH:33][C@H:34]([C:39]([NH:41][C@H:42]([C:47]([OH:49])=[O:48])[CH2:43][CH:44]([CH3:46])[CH3:45])=[O:40])[CH2:35][CH:36]([CH3:38])[CH3:37])=[O:32])[CH2:19][CH2:20][CH2:21][CH2:22][NH2:23])=[O:16])[CH2:3][CH2:4][CH2:5][CH2:6][NH2:7]. (5) Given the reactants [F:1][C:2]1[CH:7]=[CH:6][C:5]([C:8]2[C:9](=[O:21])[NH:10][C:11](=S)[NH:12][C:13]=2[C:14]2[CH:19]=[CH:18][N:17]=[CH:16][CH:15]=2)=[CH:4][CH:3]=1.O.[NH2:23][NH2:24], predict the reaction product. The product is: [F:1][C:2]1[CH:7]=[CH:6][C:5]([C:8]2[C:9](=[O:21])[NH:10][C:11]([NH:23][NH2:24])=[N:12][C:13]=2[C:14]2[CH:19]=[CH:18][N:17]=[CH:16][CH:15]=2)=[CH:4][CH:3]=1. (6) The product is: [ClH:1].[CH:2]1([N:6]2[CH2:11][CH2:10][CH:9]([O:12][C:13]3[CH:21]=[CH:20][C:16]([C:17]([Cl:1])=[O:18])=[CH:15][CH:14]=3)[CH2:8][CH2:7]2)[CH2:5][CH2:4][CH2:3]1. Given the reactants [ClH:1].[CH:2]1([N:6]2[CH2:11][CH2:10][CH:9]([O:12][C:13]3[CH:21]=[CH:20][C:16]([C:17](O)=[O:18])=[CH:15][CH:14]=3)[CH2:8][CH2:7]2)[CH2:5][CH2:4][CH2:3]1, predict the reaction product.